From a dataset of Reaction yield outcomes from USPTO patents with 853,638 reactions. Predict the reaction yield, written as a fraction of the theoretical maximum amount of product (1.0 means a 100% yield; for example, 0.34 means a 34% yield). (1) The reactants are [CH:1]1([C:4]2[N:9]=[C:8]([OH:10])[C:7]([CH3:11])=[C:6]([OH:12])[N:5]=2)[CH2:3][CH2:2]1.Br[CH2:14][C:15]([O:17][CH3:18])=[O:16].C(=O)([O-])[O-].[K+].[K+].CN(C)C=O. The catalyst is O. The product is [CH:1]1([C:4]2[N:9]=[C:8]([OH:10])[C:7]([CH3:11])=[C:6]([O:12][CH2:14][C:15]([O:17][CH3:18])=[O:16])[N:5]=2)[CH2:3][CH2:2]1. The yield is 0.190. (2) The reactants are [CH2:1]([O:3][C:4](=[O:19])[CH2:5][N:6]1[CH2:12][C:11]2[CH:13]=[C:14](Br)[CH:15]=[N:16][C:10]=2[NH:9][C:8](=[O:18])[CH2:7]1)[CH3:2].[C:20]([O:24][C:25]([CH3:28])([CH3:27])[CH3:26])(=[O:23])[CH:21]=[CH2:22].C(N(C(C)C)C(C)C)C.CC1C=CC=CC=1P(C1C=CC=CC=1C)C1C=CC=CC=1C. The catalyst is C(#N)CC.CN(C=O)C.CC([O-])=O.CC([O-])=O.[Pd+2]. The product is [C:25]([O:24][C:20](=[O:23])/[CH:21]=[CH:22]/[C:14]1[CH:15]=[N:16][C:10]2[NH:9][C:8](=[O:18])[CH2:7][N:6]([CH2:5][C:4]([O:3][CH2:1][CH3:2])=[O:19])[CH2:12][C:11]=2[CH:13]=1)([CH3:28])([CH3:27])[CH3:26]. The yield is 0.390. (3) The reactants are [CH3:1][C:2]1[N:3]=[CH:4][N:5]([CH2:13][O:14][CH2:15][CH2:16][Si:17]([CH3:20])([CH3:19])[CH3:18])[C:6]=1[C:7]1[CH:12]=[CH:11][CH:10]=[CH:9][CH:8]=1.[Li]CCCC.CN([CH:29]=[O:30])C. The product is [CH3:1][C:2]1[N:3]=[C:4]([CH:29]=[O:30])[N:5]([CH2:13][O:14][CH2:15][CH2:16][Si:17]([CH3:19])([CH3:18])[CH3:20])[C:6]=1[C:7]1[CH:12]=[CH:11][CH:10]=[CH:9][CH:8]=1. The yield is 0.990. No catalyst specified. (4) The reactants are C[Si](C)(C)CCOC[N:7]1[CH:11]=[CH:10][C:9]([C:12]2[C:13]3[NH:21][N:20]=[N:19][C:14]=3[N:15]=[C:16]([NH2:18])[N:17]=2)=[N:8]1.Cl. The catalyst is CO. The product is [NH:7]1[CH:11]=[CH:10][C:9]([C:12]2[C:13]3[NH:21][N:20]=[N:19][C:14]=3[N:15]=[C:16]([NH2:18])[N:17]=2)=[N:8]1. The yield is 1.00. (5) The reactants are [CH3:1][O:2][C:3]1[CH:4]=[C:5]2[C:10](=[CH:11][C:12]=1[O:13][CH3:14])[N:9]=[CH:8][N:7]=[C:6]2[O:15][C:16]1[CH:17]=[C:18]([CH:20]=[CH:21][CH:22]=1)[NH2:19].[CH3:23][C:24]1([C:27]2[O:31][N:30]=[C:29]([NH:32][C:33](=O)[O:34]C3C=CC=CC=3)[CH:28]=2)[CH2:26][CH2:25]1.COC1C=C2C(=CC=1OC)N=CN=C2OC1C=C(NC(NC2ON=C(C(C)C)C=2)=O)C=CC=1. No catalyst specified. The product is [CH3:1][O:2][C:3]1[CH:4]=[C:5]2[C:10](=[CH:11][C:12]=1[O:13][CH3:14])[N:9]=[CH:8][N:7]=[C:6]2[O:15][C:16]1[CH:17]=[C:18]([NH:19][C:33]([NH:32][C:29]2[CH:28]=[C:27]([C:24]3([CH3:23])[CH2:25][CH2:26]3)[O:31][N:30]=2)=[O:34])[CH:20]=[CH:21][CH:22]=1. The yield is 0.580.